From a dataset of Forward reaction prediction with 1.9M reactions from USPTO patents (1976-2016). Predict the product of the given reaction. (1) Given the reactants [CH3:1][NH:2][C@H:3]1[CH2:7][CH2:6][N:5]([C:8]2[C:13]([C:14]([O:16][CH:17]([CH3:19])[CH3:18])=[O:15])=[CH:12][CH:11]=[CH:10][N:9]=2)[CH2:4]1.[CH2:20]([C:22]1[CH:23]=[C:24]([CH:27]=[CH:28][CH:29]=1)[CH:25]=O)[CH3:21].[BH-](OC(C)=O)(OC(C)=O)OC(C)=O.[Na+].O, predict the reaction product. The product is: [CH2:20]([C:22]1[CH:23]=[C:24]([CH2:25][N:2]([CH3:1])[C@H:3]2[CH2:7][CH2:6][N:5]([C:8]3[C:13]([C:14]([O:16][CH:17]([CH3:18])[CH3:19])=[O:15])=[CH:12][CH:11]=[CH:10][N:9]=3)[CH2:4]2)[CH:27]=[CH:28][CH:29]=1)[CH3:21]. (2) The product is: [Br:1][C:2]1[CH:3]=[CH:4][C:5]2[C:11]3[S:12][C:13]([C:15]([N:17]([C:19]4[CH:28]=[CH:27][C:22]([C:23]([OH:25])=[O:24])=[CH:21][C:20]=4[Cl:29])[CH3:18])=[O:16])=[CH:14][C:10]=3[CH2:9][CH2:8][O:7][C:6]=2[CH:30]=1. Given the reactants [Br:1][C:2]1[CH:3]=[CH:4][C:5]2[C:11]3[S:12][C:13]([C:15]([N:17]([C:19]4[CH:28]=[CH:27][C:22]([C:23]([O:25]C)=[O:24])=[CH:21][C:20]=4[Cl:29])[CH3:18])=[O:16])=[CH:14][C:10]=3[CH2:9][CH2:8][O:7][C:6]=2[CH:30]=1.O.[OH-].[Li+], predict the reaction product. (3) Given the reactants Cl[C:2]1[C:7]([N+:8]([O-:10])=[O:9])=[CH:6][CH:5]=[CH:4][N:3]=1.[C:11]([NH2:15])([CH3:14])([CH3:13])[CH3:12].Cl, predict the reaction product. The product is: [C:11]([NH:15][C:2]1[C:7]([N+:8]([O-:10])=[O:9])=[CH:6][CH:5]=[CH:4][N:3]=1)([CH3:14])([CH3:13])[CH3:12]. (4) The product is: [F:34][C:31]1[CH:32]=[CH:33][C:28]([S:25]([CH2:24][C:22]2[CH:21]=[C:20]([N:35]3[CH2:40][CH2:39][O:38][CH2:37][C@@H:36]3[CH3:41])[N:19]=[C:18]([C:9]3[CH:10]=[CH:11][C:12]([NH2:13])=[CH:14][CH:15]=3)[N:23]=2)(=[O:27])=[O:26])=[CH:29][CH:30]=1. Given the reactants CC1(C)C(C)(C)OB([C:9]2[CH:15]=[CH:14][C:12]([NH2:13])=[CH:11][CH:10]=2)O1.Cl[C:18]1[N:23]=[C:22]([CH2:24][S:25]([C:28]2[CH:33]=[CH:32][C:31]([F:34])=[CH:30][CH:29]=2)(=[O:27])=[O:26])[CH:21]=[C:20]([N:35]2[CH2:40][CH2:39][O:38][CH2:37][C@@H:36]2[CH3:41])[N:19]=1.C(=O)([O-])[O-].[Na+].[Na+], predict the reaction product. (5) Given the reactants [CH3:1][O:2][C:3]1[CH:4]=[C:5]2[C:10](=[CH:11][C:12]=1[O:13][CH3:14])[C:9]([CH2:15][CH2:16][CH3:17])=[N:8][C:7]([OH:18])=[CH:6]2.[Cl:19][CH2:20][C:21]1[C:22]([NH:33][CH2:34][CH2:35][CH3:36])=[N:23][C:24]2[C:29]([CH:30]=1)=[CH:28][C:27]([O:31][CH3:32])=[CH:26][CH:25]=2.Cl.[Cl:38]CC1C(NCCC)=NC2C(C=1)=CC(OC)=CC=2, predict the reaction product. The product is: [ClH:19].[ClH:38].[CH3:1][O:2][C:3]1[CH:4]=[C:5]2[C:10](=[CH:11][C:12]=1[O:13][CH3:14])[C:9]([CH2:15][CH2:16][CH3:17])=[N:8][C:7]([OH:18])=[C:6]2[CH2:20][C:21]1[C:22]([NH:33][CH2:34][CH2:35][CH3:36])=[N:23][C:24]2[C:29]([CH:30]=1)=[CH:28][C:27]([O:31][CH3:32])=[CH:26][CH:25]=2.